This data is from Reaction yield outcomes from USPTO patents with 853,638 reactions. The task is: Predict the reaction yield, written as a fraction of the theoretical maximum amount of product (1.0 means a 100% yield; for example, 0.34 means a 34% yield). (1) The reactants are [Br:1][C:2]1[CH:3]=[C:4]([CH:11]=[CH:12][N:13]=1)[C:5](N(OC)C)=[O:6].[CH3:14][Mg+].[Br-]. The catalyst is C1COCC1. The product is [Br:1][C:2]1[CH:3]=[C:4]([C:5](=[O:6])[CH3:14])[CH:11]=[CH:12][N:13]=1. The yield is 0.909. (2) The reactants are [CH3:1][O:2][C:3](=[O:15])[C:4]1[CH:9]=[C:8]([C:10]([F:13])([F:12])[CH3:11])[N:7]=[C:6](Cl)[CH:5]=1.C1(P(C2C=CC=CC=2)C2C=CC3C(=CC=CC=3)C=2C2C3C(=CC=CC=3)C=CC=2P(C2C=CC=CC=2)C2C=CC=CC=2)C=CC=CC=1.C(=O)([O-])[O-].[Cs+].[Cs+].[C@@H:68]([NH2:72])([CH2:70][CH3:71])[CH3:69]. The catalyst is C1(C)C=CC=CC=1.C(OCC)C.C([O-])(=O)C.[Pd+2].C([O-])(=O)C. The product is [CH3:1][O:2][C:3](=[O:15])[C:4]1[CH:9]=[C:8]([C:10]([F:13])([F:12])[CH3:11])[N:7]=[C:6]([NH:72][C@H:68]([CH2:70][CH3:71])[CH3:69])[CH:5]=1. The yield is 0.860.